This data is from M1 muscarinic receptor antagonist screen with 61,756 compounds. The task is: Binary Classification. Given a drug SMILES string, predict its activity (active/inactive) in a high-throughput screening assay against a specified biological target. The compound is S(=O)(=O)(N(CC1OCCC1)Cc1cc2c([nH]c1=O)c(cc(c2)C)C)c1cc2OCCOc2cc1. The result is 0 (inactive).